From a dataset of Full USPTO retrosynthesis dataset with 1.9M reactions from patents (1976-2016). Predict the reactants needed to synthesize the given product. (1) Given the product [C:1]([O:5][C:6]([N:8]1[CH2:13][CH2:12][N:11]([C:16]2[CH:21]=[CH:20][C:19]([C:22]([F:25])([F:24])[F:23])=[CH:18][CH:17]=2)[CH:10]([CH3:14])[CH2:9]1)=[O:7])([CH3:4])([CH3:2])[CH3:3], predict the reactants needed to synthesize it. The reactants are: [C:1]([O:5][C:6]([N:8]1[CH2:13][CH2:12][NH:11][CH:10]([CH3:14])[CH2:9]1)=[O:7])([CH3:4])([CH3:3])[CH3:2].Br[C:16]1[CH:21]=[CH:20][C:19]([C:22]([F:25])([F:24])[F:23])=[CH:18][CH:17]=1.C1(P(C2CCCCC2)C2C=CC=CC=2C2C=CC=CC=2)CCCCC1. (2) Given the product [CH3:18][O:7][C:6](=[O:8])/[CH:5]=[CH:4]/[C:3]1[CH:9]=[CH:10][CH:11]=[CH:12][C:2]=1[Cl:1], predict the reactants needed to synthesize it. The reactants are: [Cl:1][C:2]1[CH:12]=[CH:11][CH:10]=[CH:9][C:3]=1[CH:4]=[CH:5][C:6]([OH:8])=[O:7].O=P(Cl)(Cl)Cl.[CH3:18]O. (3) Given the product [Cl:29][C:26]1[CH:27]=[CH:28][C:23]([C:20]2[CH:21]=[CH:22][C:17]([C:16]#[C:15][C:12]3[CH:13]=[CH:14][C:9]([O:8][CH2:7][CH2:6][NH:34][CH2:33][CH:30]4[CH2:32][CH2:31]4)=[CH:10][CH:11]=3)=[N:18][CH:19]=2)=[CH:24][CH:25]=1, predict the reactants needed to synthesize it. The reactants are: CS(O[CH2:6][CH2:7][O:8][C:9]1[CH:14]=[CH:13][C:12]([C:15]#[C:16][C:17]2[CH:22]=[CH:21][C:20]([C:23]3[CH:28]=[CH:27][C:26]([Cl:29])=[CH:25][CH:24]=3)=[CH:19][N:18]=2)=[CH:11][CH:10]=1)(=O)=O.[CH:30]1([CH2:33][NH2:34])[CH2:32][CH2:31]1. (4) Given the product [F:1][C:2]([F:7])([F:6])[C:3]([O-:5])=[O:4].[CH3:8][CH:9]([NH+:18]1[CH2:23][CH2:22][CH2:21][CH2:20][C@@H:19]1[C:24]([NH:26][C@H:27]([C:29]1[CH:30]=[CH:31][C:32]([C:33]([OH:35])=[O:34])=[CH:37][CH:38]=1)[CH3:28])=[O:25])[CH2:10][O:11][C:12]1[CH:13]=[CH:14][CH:15]=[CH:16][CH:17]=1, predict the reactants needed to synthesize it. The reactants are: [F:1][C:2]([F:7])([F:6])[C:3]([O-:5])=[O:4].[CH3:8][CH:9]([NH+:18]1[CH2:23][CH2:22][CH2:21][CH2:20][C@@H:19]1[C:24]([NH:26][C@H:27]([C:29]1[CH:38]=[CH:37][C:32]([C:33]([O:35]C)=[O:34])=[CH:31][CH:30]=1)[CH3:28])=[O:25])[CH2:10][O:11][C:12]1[CH:17]=[CH:16][CH:15]=[CH:14][CH:13]=1.CO.[OH-].[Na+]. (5) Given the product [Br:27][C:28]1[N:32]=[C:31]([C:8]2[CH:7]=[CH:6][C:5]([O:18][CH2:19][CH2:20][CH2:21][C:22]([O:24][CH2:25][CH3:26])=[O:23])=[CH:4][C:3]=2[CH2:1][CH3:2])[S:30][N:29]=1, predict the reactants needed to synthesize it. The reactants are: [CH2:1]([C:3]1[CH:4]=[C:5]([O:18][CH2:19][CH2:20][CH2:21][C:22]([O:24][CH2:25][CH3:26])=[O:23])[CH:6]=[CH:7][C:8]=1B1OC(C)(C)C(C)(C)O1)[CH3:2].[Br:27][C:28]1[N:32]=[C:31](Cl)[S:30][N:29]=1.P([O-])([O-])([O-])=O.[K+].[K+].[K+]. (6) Given the product [CH:8]1([C:7]2[C:6]([F:11])=[CH:5][N:4]=[CH:3][C:2]=2[NH2:13])[CH2:10][CH2:9]1, predict the reactants needed to synthesize it. The reactants are: Cl[C:2]1[CH:3]=[N:4][CH:5]=[C:6]([F:11])[C:7]=1[CH:8]1[CH2:10][CH2:9]1.C(=O)(OC(C)(C)C)[NH2:13].CC(C)([O-])C.[Na+].CC(C1C=C(C(C)C)C(C2C(P(C3CCCCC3)C3CCCCC3)=C(OC)C=CC=2OC)=C(C(C)C)C=1)C.C(O)(C(F)(F)F)=O. (7) Given the product [C:1]([O:5][C:6]([C:7]1([F:9])[CH2:11][CH2:8]1)=[O:10])([CH3:4])([CH3:3])[CH3:2], predict the reactants needed to synthesize it. The reactants are: [C:1]([O:5][C:6](=[O:10])[C:7]([F:9])=[CH2:8])([CH3:4])([CH3:3])[CH3:2].[CH2:11]([Zn]CC)C.ClCI.[Cl-].[NH4+].